Dataset: Full USPTO retrosynthesis dataset with 1.9M reactions from patents (1976-2016). Task: Predict the reactants needed to synthesize the given product. (1) Given the product [CH2:1]([O:8][C:9]1[CH:24]=[CH:23][C:12]([CH2:13][N:14]([CH2:29][CH:28]([C:30]2[CH:35]=[CH:34][CH:33]=[CH:32][CH:31]=2)[OH:27])[CH2:15][CH2:16][C:17]2[CH:22]=[CH:21][CH:20]=[CH:19][N:18]=2)=[CH:11][C:10]=1[O:25][CH3:26])[C:2]1[CH:3]=[CH:4][CH:5]=[CH:6][CH:7]=1, predict the reactants needed to synthesize it. The reactants are: [CH2:1]([O:8][C:9]1[CH:24]=[CH:23][C:12]([CH2:13][NH:14][CH2:15][CH2:16][C:17]2[CH:22]=[CH:21][CH:20]=[CH:19][N:18]=2)=[CH:11][C:10]=1[O:25][CH3:26])[C:2]1[CH:7]=[CH:6][CH:5]=[CH:4][CH:3]=1.[O:27]1[CH2:29][CH:28]1[C:30]1[CH:35]=[CH:34][CH:33]=[CH:32][CH:31]=1.[N-]=C=O.NCCN(CCN)CCN. (2) The reactants are: [NH2:1][NH:2][C:3]([C:5]1[N:10]=[CH:9][CH:8]=[CH:7][N:6]=1)=[NH:4].[CH3:11][O:12][C:13]1[CH:20]=[CH:19][C:16]([CH:17]=O)=[C:15]([OH:21])[CH:14]=1. Given the product [CH3:11][O:12][C:13]1[CH:20]=[CH:19][C:16]([C:17]2[NH:1][N:2]=[C:3]([C:5]3[N:10]=[CH:9][CH:8]=[CH:7][N:6]=3)[N:4]=2)=[C:15]([OH:21])[CH:14]=1, predict the reactants needed to synthesize it. (3) Given the product [F:35][C:23]1[CH:22]=[C:21]([CH2:20][C:17]2[C:18](=[O:19])[N:13]([C@H:10]3[CH2:11][CH2:12][C@H:7]([O:6][CH2:5][C:50]([OH:49])([CH3:51])[CH3:43])[CH2:8][CH2:9]3)[C:14]3[N:15]([N:39]=[CH:40][CH:41]=3)[C:16]=2[CH2:36][CH2:37][CH3:38])[CH:26]=[CH:25][C:24]=1[C:27]1[C:28]([C:33]#[N:34])=[CH:29][CH:30]=[CH:31][CH:32]=1, predict the reactants needed to synthesize it. The reactants are: C(OC(=O)[CH2:5][O:6][C@H:7]1[CH2:12][CH2:11][C@H:10]([N:13]2[C:18](=[O:19])[C:17]([CH2:20][C:21]3[CH:26]=[CH:25][C:24]([C:27]4[CH:32]=[CH:31][CH:30]=[CH:29][C:28]=4[C:33]#[N:34])=[C:23]([F:35])[CH:22]=3)=[C:16]([CH2:36][CH2:37][CH3:38])[N:15]3[N:39]=[CH:40][CH:41]=[C:14]23)[CH2:9][CH2:8]1)C.[CH3:43][Mg]Br.C([O:49][CH2:50][CH3:51])(=O)C. (4) Given the product [Cl:9][C:10]1[CH:31]=[CH:30][CH:29]=[C:28]([Cl:32])[C:11]=1[C:12]([NH:14][C@H:15]([C:24]([O:26][CH3:27])=[O:25])[CH2:16][C:17]1[CH:18]=[CH:19][C:20]([O:23][S:35]([C:34]([F:47])([F:46])[F:33])(=[O:37])=[O:36])=[CH:21][CH:22]=1)=[O:13], predict the reactants needed to synthesize it. The reactants are: N1C(C)=CC=CC=1C.[Cl:9][C:10]1[CH:31]=[CH:30][CH:29]=[C:28]([Cl:32])[C:11]=1[C:12]([NH:14][C@H:15]([C:24]([O:26][CH3:27])=[O:25])[CH2:16][C:17]1[CH:22]=[CH:21][C:20]([OH:23])=[CH:19][CH:18]=1)=[O:13].[F:33][C:34]([F:47])([F:46])[S:35](O[S:35]([C:34]([F:47])([F:46])[F:33])(=[O:37])=[O:36])(=[O:37])=[O:36].CCCC(C)C. (5) Given the product [C:4]1([CH:3]2[C:18]3[C:13](=[CH:14][CH:15]=[CH:16][CH:17]=3)[NH:12][C:1](=[O:10])[CH2:2]2)[CH:9]=[CH:8][CH:7]=[CH:6][CH:5]=1, predict the reactants needed to synthesize it. The reactants are: [C:1](Cl)(=[O:10])[CH:2]=[CH:3][C:4]1[CH:9]=[CH:8][CH:7]=[CH:6][CH:5]=1.[NH2:12][C:13]1[CH:18]=[CH:17][CH:16]=[CH:15][CH:14]=1. (6) Given the product [CH3:11][O:10][C:9]1[CH:8]=[CH:7][C:4]([C:5]#[N:6])=[CH:3][C:2]=1[O:1][CH2:24][CH2:25][CH2:26][N:27]1[CH2:32][CH2:31][O:30][CH2:29][CH2:28]1, predict the reactants needed to synthesize it. The reactants are: [OH:1][C:2]1[CH:3]=[C:4]([CH:7]=[CH:8][C:9]=1[O:10][CH3:11])[C:5]#[N:6].C(=O)([O-])[O-].[K+].[K+].CN(C)C=O.Cl[CH2:24][CH2:25][CH2:26][N:27]1[CH2:32][CH2:31][O:30][CH2:29][CH2:28]1. (7) Given the product [Cl:31][C:32]1[CH:37]=[CH:36][C:35]([O:38][CH2:39][C:23]2([C:24]([O:26][CH2:27][CH3:28])=[O:25])[CH2:22][CH2:21][CH2:20][N:19]3[C:15]([C:5]4[CH:6]=[CH:7][C:8]([C:9]5[O:13][C:12]([CH3:14])=[N:11][CH:10]=5)=[C:3]([O:2][CH3:1])[CH:4]=4)=[N:16][N:17]=[C:18]23)=[CH:34][CH:33]=1, predict the reactants needed to synthesize it. The reactants are: [CH3:1][O:2][C:3]1[CH:4]=[C:5]([C:15]2[N:19]3[CH2:20][CH2:21][CH2:22][CH:23]([C:24]([O:26][CH2:27][CH3:28])=[O:25])[C:18]3=[N:17][N:16]=2)[CH:6]=[CH:7][C:8]=1[C:9]1[O:13][C:12]([CH3:14])=[N:11][CH:10]=1.[H-].[Na+].[Cl:31][C:32]1[CH:37]=[CH:36][C:35]([O:38][CH2:39]Cl)=[CH:34][CH:33]=1.[Cl-].[NH4+]. (8) The reactants are: CO[C:3](=[O:26])[CH2:4][CH:5]([C:16]1[C:21]([N+:22]([O-])=O)=[CH:20][CH:19]=[C:18](Br)[N:17]=1)S(C1C=CC(C)=CC=1)(=O)=O.[N:27]1[CH:32]=[CH:31][CH:30]=[C:29](B(O)O)[CH:28]=1. Given the product [N:27]1[CH:32]=[CH:31][CH:30]=[C:29]([C:18]2[N:17]=[C:16]3[C:21](=[CH:20][CH:19]=2)[NH:22][C:3](=[O:26])[CH2:4][CH2:5]3)[CH:28]=1, predict the reactants needed to synthesize it.